This data is from Forward reaction prediction with 1.9M reactions from USPTO patents (1976-2016). The task is: Predict the product of the given reaction. (1) Given the reactants [CH3:1][N:2]([CH3:24])[C:3]([C:5]1[C:6]([F:23])=[C:7]([C:12]2[N:17]=[C:16]([C:18]([O:20]C)=[O:19])[CH:15]=[CH:14][C:13]=2[F:22])[C:8]([F:11])=[CH:9][CH:10]=1)=[O:4].[Li+].[OH-], predict the reaction product. The product is: [CH3:1][N:2]([CH3:24])[C:3]([C:5]1[C:6]([F:23])=[C:7]([C:12]2[N:17]=[C:16]([C:18]([OH:20])=[O:19])[CH:15]=[CH:14][C:13]=2[F:22])[C:8]([F:11])=[CH:9][CH:10]=1)=[O:4]. (2) Given the reactants C[O:2][C:3]([C:5]1[CH:6]=[C:7]2[C:12](=[CH:13][CH:14]=1)[NH:11][CH:10]([C:15]1[CH:20]=[C:19](Br)[CH:18]=[CH:17][C:16]=1[Cl:22])[CH2:9][C:8]2([CH3:24])[CH3:23])=[O:4].[O:25]1[CH2:29][CH2:28][NH:27][C:26]1=[O:30].CNCCNC.C(=O)([O-])[O-].[K+].[K+], predict the reaction product. The product is: [Cl:22][C:16]1[CH:17]=[CH:18][C:19]([N:27]2[CH2:28][CH2:29][O:25][C:26]2=[O:30])=[CH:20][C:15]=1[CH:10]1[CH2:9][C:8]([CH3:24])([CH3:23])[C:7]2[C:12](=[CH:13][CH:14]=[C:5]([C:3]([OH:2])=[O:4])[CH:6]=2)[NH:11]1. (3) Given the reactants [F:1][C:2]1[CH:7]=[CH:6][C:5]([CH:8]([OH:29])[CH2:9][CH2:10][N:11]2[CH2:16][CH2:15][CH:14]([C:17]3[CH:18]=[C:19]([NH:23][C:24](=[O:28])[CH:25]([CH3:27])[CH3:26])[CH:20]=[CH:21][CH:22]=3)[CH2:13][CH2:12]2)=[CH:4][CH:3]=1.[C:30]([C:33]1[CH:34]=[C:35](O)[CH:36]=[CH:37][CH:38]=1)(=[O:32])[CH3:31], predict the reaction product. The product is: [C:30]([C:33]1[CH:38]=[C:37]([CH:36]=[CH:35][CH:34]=1)[O:29][CH:8]([C:5]1[CH:4]=[CH:3][C:2]([F:1])=[CH:7][CH:6]=1)[CH2:9][CH2:10][N:11]1[CH2:16][CH2:15][CH:14]([C:17]2[CH:18]=[C:19]([NH:23][C:24](=[O:28])[CH:25]([CH3:26])[CH3:27])[CH:20]=[CH:21][CH:22]=2)[CH2:13][CH2:12]1)(=[O:32])[CH3:31]. (4) Given the reactants [Cl:1][C:2]1[CH:7]=[CH:6][C:5]([C:8]2[O:12][CH:11]=[N:10][C:9]=2[CH2:13]O)=[CH:4][CH:3]=1.S(Cl)([Cl:17])=O, predict the reaction product. The product is: [Cl:17][CH2:13][C:9]1[N:10]=[CH:11][O:12][C:8]=1[C:5]1[CH:6]=[CH:7][C:2]([Cl:1])=[CH:3][CH:4]=1. (5) Given the reactants C(OC([N:8]1[CH2:13][CH2:12][N:11]([S:14]([C:17]2[CH:22]=[CH:21][C:20]([Cl:23])=[CH:19][CH:18]=2)(=[O:16])=[O:15])[CH2:10][CH:9]1[C:24]([N:26]1[CH2:31][CH2:30][N:29]([C:32]2[CH:37]=[C:36]([CH3:38])[CH:35]=[CH:34][C:33]=2[CH3:39])[CH2:28][CH2:27]1)=[O:25])=O)(C)(C)C.Cl, predict the reaction product. The product is: [ClH:23].[Cl:23][C:20]1[CH:19]=[CH:18][C:17]([S:14]([N:11]2[CH2:12][CH2:13][NH:8][CH:9]([C:24]([N:26]3[CH2:27][CH2:28][N:29]([C:32]4[CH:37]=[C:36]([CH3:38])[CH:35]=[CH:34][C:33]=4[CH3:39])[CH2:30][CH2:31]3)=[O:25])[CH2:10]2)(=[O:15])=[O:16])=[CH:22][CH:21]=1. (6) Given the reactants [F:1][C:2]1[CH:3]=[C:4]([CH:8]=[C:9]([O:15][CH3:16])[C:10]=1[O:11][CH2:12][C:13]#[CH:14])[C:5](Cl)=[O:6].O1CCCC1.[CH:22]1([CH2:28][NH2:29])[CH2:27][CH2:26][CH2:25][CH2:24][CH2:23]1, predict the reaction product. The product is: [CH:22]1([CH2:28][NH:29][C:5](=[O:6])[C:4]2[CH:8]=[C:9]([O:15][CH3:16])[C:10]([O:11][CH2:12][C:13]#[CH:14])=[C:2]([F:1])[CH:3]=2)[CH2:27][CH2:26][CH2:25][CH2:24][CH2:23]1. (7) Given the reactants [CH2:1]([NH:8][CH2:9][CH2:10][NH:11][C:12]1[CH:17]=[CH:16][C:15]([F:18])=[CH:14][C:13]=1[CH3:19])[C:2]1[CH:7]=[CH:6][CH:5]=[CH:4][CH:3]=1.C(N(CC)C(C)C)(C)C.[CH2:29]([O:31][C:32](=[O:37])[CH:33](Br)[CH2:34]Br)[CH3:30], predict the reaction product. The product is: [CH2:29]([O:31][C:32]([CH:33]1[CH2:34][N:8]([CH2:1][C:2]2[CH:3]=[CH:4][CH:5]=[CH:6][CH:7]=2)[CH2:9][CH2:10][N:11]1[C:12]1[CH:17]=[CH:16][C:15]([F:18])=[CH:14][C:13]=1[CH3:19])=[O:37])[CH3:30]. (8) Given the reactants Cl[C:2]1[N:11]=[C:10]([O:12][CH3:13])[C:9]([F:14])=[CH:8][C:3]=1[C:4]([O:6][CH3:7])=[O:5].C(N(CC)CC)C.C(O)=O.Cl, predict the reaction product. The product is: [F:14][C:9]1[C:10]([O:12][CH3:13])=[N:11][CH:2]=[C:3]([CH:8]=1)[C:4]([O:6][CH3:7])=[O:5].